Dataset: Forward reaction prediction with 1.9M reactions from USPTO patents (1976-2016). Task: Predict the product of the given reaction. (1) The product is: [CH2:2]([O:9][C:10]([C:12]1[C:20]2[C:15](=[CH:16][CH:17]=[C:18]([CH2:21][N:22]([CH2:24][CH3:25])[CH2:27][CH3:28])[CH:19]=2)[NH:14][C:13]=1[CH3:23])=[O:11])[C:3]1[CH:4]=[CH:5][CH:6]=[CH:7][CH:8]=1. Given the reactants Cl.[CH2:2]([O:9][C:10]([C:12]1[C:20]2[C:15](=[CH:16][CH:17]=[C:18]([CH2:21][NH2:22])[CH:19]=2)[NH:14][C:13]=1[CH3:23])=[O:11])[C:3]1[CH:8]=[CH:7][CH:6]=[CH:5][CH:4]=1.[CH:24](=O)[CH3:25].[C:27](O[BH-](OC(=O)C)OC(=O)C)(=O)[CH3:28].[Na+], predict the reaction product. (2) The product is: [C:19]([O:18][C:16]([N:13]1[CH2:14][CH2:15][CH:10]([O:9][C:8]2[CH:23]=[C:24]([O:27][CH2:28][CH2:29][O:30][CH3:31])[CH:25]=[CH:26][C:7]=2/[CH:6]=[CH:5]/[C:4]([OH:32])=[O:3])[CH2:11][CH2:12]1)=[O:17])([CH3:22])([CH3:20])[CH3:21]. Given the reactants C([O:3][C:4](=[O:32])/[CH:5]=[CH:6]/[C:7]1[CH:26]=[CH:25][C:24]([O:27][CH2:28][CH2:29][O:30][CH3:31])=[CH:23][C:8]=1[O:9][CH:10]1[CH2:15][CH2:14][N:13]([C:16]([O:18][C:19]([CH3:22])([CH3:21])[CH3:20])=[O:17])[CH2:12][CH2:11]1)C.[OH-].[Na+], predict the reaction product.